This data is from Forward reaction prediction with 1.9M reactions from USPTO patents (1976-2016). The task is: Predict the product of the given reaction. (1) The product is: [CH3:18][C:19]1[N:20]=[CH:21][O:22][C:23]=1[C:24]([C:10]1[CH:11]=[CH:12][CH:13]=[CH:14][C:9]=1[CH:2]([CH3:1])[C:3]#[C:4][Si:5]([CH3:8])([CH3:7])[CH3:6])=[O:25]. Given the reactants [CH3:1][CH:2]([C:9]1[CH:14]=[CH:13][CH:12]=[CH:11][C:10]=1B(O)O)[C:3]#[C:4][Si:5]([CH3:8])([CH3:7])[CH3:6].[CH3:18][C:19]1[N:20]=[CH:21][O:22][C:23]=1[C:24](Cl)=[O:25].[O-]P([O-])([O-])=O.[K+].[K+].[K+].O.CCCCCC, predict the reaction product. (2) Given the reactants [CH3:1][C:2]1[O:6][N:5]=[C:4]([C:7]2[CH:12]=[CH:11][CH:10]=[CH:9][CH:8]=2)[C:3]=1[CH2:13][O:14][C:15]1[CH:23]=[CH:22][C:18]([C:19]([OH:21])=O)=[CH:17][N:16]=1.C(N1C=CN=C1)(N1C=CN=C1)=O.[NH2:36][CH2:37][CH:38]1[O:42][NH:41][C:40](=[O:43])[CH2:39]1, predict the reaction product. The product is: [CH3:1][C:2]1[O:6][N:5]=[C:4]([C:7]2[CH:8]=[CH:9][CH:10]=[CH:11][CH:12]=2)[C:3]=1[CH2:13][O:14][C:15]1[CH:23]=[CH:22][C:18]([C:19]([NH:36][CH2:37][CH:38]2[O:42][NH:41][C:40](=[O:43])[CH2:39]2)=[O:21])=[CH:17][N:16]=1. (3) The product is: [Cl:1][C:2]1[CH:28]=[CH:27][C:5]([C:6]([C:8]2[CH:9]=[CH:10][C:11]3[NH:17][C:16](=[S:30])[CH2:15][N:14]=[C:13]([C:19]4[CH:24]=[CH:23][CH:22]=[C:21]([Cl:25])[CH:20]=4)[C:12]=3[CH:26]=2)=[O:7])=[CH:4][CH:3]=1. Given the reactants [Cl:1][C:2]1[CH:28]=[CH:27][C:5]([C:6]([C:8]2[CH:9]=[CH:10][C:11]3[NH:17][C:16](=O)[CH2:15][N:14]=[C:13]([C:19]4[CH:24]=[CH:23][CH:22]=[C:21]([Cl:25])[CH:20]=4)[C:12]=3[CH:26]=2)=[O:7])=[CH:4][CH:3]=1.P12(SP3(SP(SP(S3)(S1)=S)(=S)S2)=S)=[S:30].C(Cl)Cl, predict the reaction product. (4) Given the reactants [CH3:1][C:2]1[CH:7]=[C:6]([C:8]2[S:12][CH:11]=[N:10][CH:9]=2)[N:5]=[C:4]([NH:13][C:14]2[CH:19]=[C:18]([C:20]([F:23])([F:22])[F:21])[CH:17]=[CH:16][N:15]=2)[CH:3]=1.[Li+].CC([N-]C(C)C)C.[Br:32][C:33]1[C:34]([C:44]([O:46][CH2:47][CH3:48])=[O:45])=[CH:35][C:36]2[CH2:37][CH2:38][CH2:39][C:40](=[O:43])[C:41]=2[CH:42]=1, predict the reaction product. The product is: [Br:32][C:33]1[C:34]([C:44]([O:46][CH2:47][CH3:48])=[O:45])=[CH:35][C:36]2[CH2:37][CH2:38][CH2:39][C:40]([OH:43])([C:11]3[S:12][C:8]([C:6]4[CH:7]=[C:2]([CH3:1])[CH:3]=[C:4]([NH:13][C:14]5[CH:19]=[C:18]([C:20]([F:23])([F:21])[F:22])[CH:17]=[CH:16][N:15]=5)[N:5]=4)=[CH:9][N:10]=3)[C:41]=2[CH:42]=1. (5) Given the reactants [C:1]([C:3]1[CH:4]=[C:5](B(O)O)[CH:6]=[CH:7][CH:8]=1)#[N:2].Br[C:13]([CH3:15])=[CH2:14].C(=O)([O-])[O-].[Na+].[Na+], predict the reaction product. The product is: [C:13]([C:5]1[CH:4]=[C:3]([CH:8]=[CH:7][CH:6]=1)[C:1]#[N:2])([CH3:15])=[CH2:14]. (6) Given the reactants [NH:1]1[CH:5]=[C:4]([C:6](=[S:8])[NH2:7])[N:3]=[CH:2]1.Br[CH2:10][C:11](=O)[C:12]([O:14][CH2:15][CH3:16])=[O:13], predict the reaction product. The product is: [NH:1]1[CH:5]=[C:4]([C:6]2[S:8][CH:10]=[C:11]([C:12]([O:14][CH2:15][CH3:16])=[O:13])[N:7]=2)[N:3]=[CH:2]1. (7) Given the reactants C([O:3][C:4]([C:6]1([C:9]2[CH:14]=[CH:13][C:12]([C:15]3[CH:20]=[CH:19][C:18]([C:21]4[S:22][C:23]([F:37])=[CH:24][C:25]=4[NH:26][C:27]([O:29][C@@H:30]([C:32]4[CH:36]=[CH:35][S:34][CH:33]=4)[CH3:31])=[O:28])=[CH:17][CH:16]=3)=[CH:11][CH:10]=2)[CH2:8][CH2:7]1)=[O:5])C.C(O)(C)C.[OH-].[Na+].Cl, predict the reaction product. The product is: [F:37][C:23]1[S:22][C:21]([C:18]2[CH:19]=[CH:20][C:15]([C:12]3[CH:11]=[CH:10][C:9]([C:6]4([C:4]([OH:5])=[O:3])[CH2:8][CH2:7]4)=[CH:14][CH:13]=3)=[CH:16][CH:17]=2)=[C:25]([NH:26][C:27]([O:29][C@@H:30]([C:32]2[CH:36]=[CH:35][S:34][CH:33]=2)[CH3:31])=[O:28])[CH:24]=1. (8) Given the reactants [NH2:1][C@H:2]([C:4]1[N:13]([CH2:14][CH2:15][CH2:16][NH:17][C:18](=[O:24])[O:19][C:20]([CH3:23])([CH3:22])[CH3:21])[C:12](=[O:25])[C:11]2[C:6](=[CH:7][CH:8]=[CH:9][C:10]=2[Cl:26])[N:5]=1)[CH3:3].CN(C(ON1N=NC2C=CC=NC1=2)=[N+](C)C)C.F[P-](F)(F)(F)(F)F.[NH2:51][C:52]1[C:60]([C:61](O)=[O:62])=[C:55]2[N:56]=[CH:57][CH:58]=[CH:59][N:54]2[N:53]=1.CCN(C(C)C)C(C)C, predict the reaction product. The product is: [NH2:51][C:52]1[C:60]([C:61]([NH:1][C@H:2]([C:4]2[N:13]([CH2:14][CH2:15][CH2:16][NH:17][C:18](=[O:24])[O:19][C:20]([CH3:22])([CH3:21])[CH3:23])[C:12](=[O:25])[C:11]3[C:6](=[CH:7][CH:8]=[CH:9][C:10]=3[Cl:26])[N:5]=2)[CH3:3])=[O:62])=[C:55]2[N:56]=[CH:57][CH:58]=[CH:59][N:54]2[N:53]=1. (9) Given the reactants [F:1][C:2]1[CH:3]=[CH:4][C:5]([CH2:10][CH2:11][C:12]2[CH:17]=[CH:16][C:15]([O:18][CH3:19])=[CH:14][CH:13]=2)=[C:6]([CH2:8]O)[CH:7]=1.[Br-:20].[C:21]1([PH+:27]([C:34]2[CH:39]=[CH:38][CH:37]=[CH:36][CH:35]=2)[C:28]2[CH:33]=[CH:32][CH:31]=[CH:30][CH:29]=2)[CH:26]=[CH:25][CH:24]=[CH:23][CH:22]=1, predict the reaction product. The product is: [Br-:20].[F:1][C:2]1[CH:3]=[CH:4][C:5]([CH2:10][CH2:11][C:12]2[CH:17]=[CH:16][C:15]([O:18][CH3:19])=[CH:14][CH:13]=2)=[C:6]([CH:7]=1)[CH2:8][P+:27]([C:28]1[CH:29]=[CH:30][CH:31]=[CH:32][CH:33]=1)([C:34]1[CH:39]=[CH:38][CH:37]=[CH:36][CH:35]=1)[C:21]1[CH:22]=[CH:23][CH:24]=[CH:25][CH:26]=1. (10) Given the reactants Br[C:2]1[C:10]2[N:9]=[C:8]([N:11]3[CH2:16][CH2:15][N:14]([C:17]4[C:22]([C:23]([F:26])([F:25])[F:24])=[CH:21][CH:20]=[CH:19][N:18]=4)[CH2:13][CH2:12]3)[NH:7][C:6]=2[CH:5]=[C:4]([C:27]([F:30])([F:29])[F:28])[CH:3]=1.C(B(CC)[C:34]1[CH:35]=[N:36][CH:37]=[CH:38][CH:39]=1)C.C([O-])([O-])=O.[Na+].[Na+], predict the reaction product. The product is: [N:36]1[CH:37]=[CH:38][CH:39]=[C:34]([C:2]2[C:10]3[N:9]=[C:8]([N:11]4[CH2:12][CH2:13][N:14]([C:17]5[C:22]([C:23]([F:25])([F:24])[F:26])=[CH:21][CH:20]=[CH:19][N:18]=5)[CH2:15][CH2:16]4)[NH:7][C:6]=3[CH:5]=[C:4]([C:27]([F:30])([F:28])[F:29])[CH:3]=2)[CH:35]=1.